The task is: Regression/Classification. Given a drug SMILES string, predict its toxicity properties. Task type varies by dataset: regression for continuous values (e.g., LD50, hERG inhibition percentage) or binary classification for toxic/non-toxic outcomes (e.g., AMES mutagenicity, cardiotoxicity, hepatotoxicity). Dataset: ld50_zhu.. This data is from Acute oral toxicity (LD50) regression data from Zhu et al.. The rat oral LD50 is 1.84, given as -log10 of the dose in mol/kg body weight (higher means more acutely toxic). The drug is COCCOC(=O)C=CC(=O)OCCOC.